Dataset: Blood-brain barrier penetration binary classification data from Martins et al.. Task: Regression/Classification. Given a drug SMILES string, predict its absorption, distribution, metabolism, or excretion properties. Task type varies by dataset: regression for continuous measurements (e.g., permeability, clearance, half-life) or binary classification for categorical outcomes (e.g., BBB penetration, CYP inhibition). Dataset: bbb_martins. (1) The compound is CN(C)CCCN1c2ccccc2CCc2ccccc21. The result is 1 (penetrates BBB). (2) The molecule is Cn1c(=O)c2[nH]cnc2n(C)c1=O.Cn1c(=O)c2[nH]cnc2n(C)c1=O.NCCN. The result is 0 (does not penetrate BBB). (3) The result is 1 (penetrates BBB). The drug is Cc1cc(CCN2CCN(c3cccc(Cl)c3)CC2)n[nH]1. (4) The molecule is CC[C@@]1(O)C[C@H](OC2CC(N(C)C)C(OC3CC(O)C(OC4CCC(=O)C(C)O4)C(C)O3)C(C)O2)c2c(cc3c(c2O)C(=O)c2c(O)cccc2C3=O)[C@H]1C(=O)OC. The result is 0 (does not penetrate BBB). (5) The molecule is O=C(CCCN1CCC(C(=O)c2ccc(F)cc2)CC1)c1ccc(F)cc1. The result is 1 (penetrates BBB). (6) The molecule is Cc1cnn(-c2c(Cl)cccc2Cl)c1C(=O)N[C@@H]1C(=O)N2[C@@H](C(=O)O)C(C)(C)S[C@H]12. The result is 0 (does not penetrate BBB). (7) The result is 1 (penetrates BBB). The drug is CCN(CC)CCNC(=O)c1cc(S(C)(=O)=O)ccc1OC. (8) The drug is CC(NN)c1ccccc1. The result is 1 (penetrates BBB). (9) The result is 0 (does not penetrate BBB). The molecule is O=C(Cc1ccc(Cl)c(Cl)c1)N1CCc2[nH]cnc2[C@H]1CN1CC[C@@H](O)C1.